From a dataset of Full USPTO retrosynthesis dataset with 1.9M reactions from patents (1976-2016). Predict the reactants needed to synthesize the given product. (1) Given the product [Cl:1][C:2]1[CH:3]=[CH:4][C:5]([CH2:8][CH2:9][OH:12])=[N:6][CH:7]=1, predict the reactants needed to synthesize it. The reactants are: [Cl:1][C:2]1[CH:3]=[CH:4][C:5]([CH2:8][CH:9]([OH:12])CO)=[N:6][CH:7]=1.I([O-])(=O)(=O)=O.[Na+]. (2) Given the product [Cl:13][CH2:14][CH2:15][O:1][C:2]1[CH:3]=[C:4]([CH:8]=[CH:9][CH:10]=1)[C:5]([NH2:7])=[O:6], predict the reactants needed to synthesize it. The reactants are: [OH:1][C:2]1[CH:3]=[C:4]([CH:8]=[CH:9][CH:10]=1)[C:5]([NH2:7])=[O:6].[OH-].[NH4+].[Cl:13][CH2:14][CH2:15]Cl.C(=O)([O-])[O-].[K+].[K+]. (3) Given the product [CH:1]1[C:10]2[C:5](=[CH:6][CH:7]=[CH:8][CH:9]=2)[CH:4]=[CH:3][C:2]=1[C:11]12[CH2:17][CH:12]1[CH:13]([OH:16])[CH2:14][CH2:15]2, predict the reactants needed to synthesize it. The reactants are: [CH:1]1[C:10]2[C:5](=[CH:6][CH:7]=[CH:8][CH:9]=2)[CH:4]=[CH:3][C:2]=1[C:11]1[CH2:15][CH2:14][CH:13]([OH:16])[CH:12]=1.[CH2:17]([Zn]CC)C.ICI. (4) Given the product [CH:13]1([C@H:17]([NH:19][C:20]2[N:28]=[C:27]([C:29]([NH:3][CH2:2][CH3:1])=[O:30])[N:26]=[C:25]3[C:21]=2[N:22]([CH2:44][C@H:45]2[CH2:50][CH2:49][C@H:48]([CH3:51])[CH2:47][CH2:46]2)[C:23]([N:32]2[CH2:37][CH2:36][O:35][CH2:34][C@H:33]2[C:38]2[CH:39]=[CH:40][CH:41]=[CH:42][CH:43]=2)=[N:24]3)[CH3:18])[CH2:14][CH2:15][CH2:16]1, predict the reactants needed to synthesize it. The reactants are: [CH:1]1N=C[N:3](C(N2C=NC=C2)=O)[CH:2]=1.[CH:13]1([C@H:17]([NH:19][C:20]2[N:28]=[C:27]([C:29](O)=[O:30])[N:26]=[C:25]3[C:21]=2[N:22]([CH2:44][C@H:45]2[CH2:50][CH2:49][C@H:48]([CH3:51])[CH2:47][CH2:46]2)[C:23]([N:32]2[CH2:37][CH2:36][O:35][CH2:34][C@H:33]2[C:38]2[CH:43]=[CH:42][CH:41]=[CH:40][CH:39]=2)=[N:24]3)[CH3:18])[CH2:16][CH2:15][CH2:14]1.C(N)C. (5) Given the product [NH2:7][C:6]1[CH:5]=[C:4]([O:10][CH2:11][CH3:12])[C:3]([Br:2])=[CH:9][C:8]=1[C:17](=[O:21])[CH3:18], predict the reactants needed to synthesize it. The reactants are: Cl.[Br:2][C:3]1[CH:9]=[CH:8][C:6]([NH2:7])=[CH:5][C:4]=1[O:10][CH2:11][CH3:12].B(Cl)(Cl)Cl.[C:17](#N)[CH3:18].Cl.[OH-:21].[Na+]. (6) Given the product [CH2:1]([C:3]1[C:8](=[O:9])[NH:7][C:6]([CH3:10])=[C:5]([C:11]2[S:15][C:14]([S:16]([N:30]3[CH2:29][CH2:28][N:27]([C:24]4[CH:23]=[CH:22][C:21]([F:20])=[CH:26][CH:25]=4)[CH2:32][CH2:31]3)(=[O:18])=[O:17])=[CH:13][CH:12]=2)[CH:4]=1)[CH3:2], predict the reactants needed to synthesize it. The reactants are: [CH2:1]([C:3]1[C:8](=[O:9])[NH:7][C:6]([CH3:10])=[C:5]([C:11]2[S:15][C:14]([S:16](Cl)(=[O:18])=[O:17])=[CH:13][CH:12]=2)[CH:4]=1)[CH3:2].[F:20][C:21]1[CH:26]=[CH:25][C:24]([N:27]2[CH2:32][CH2:31][NH:30][CH2:29][CH2:28]2)=[CH:23][CH:22]=1. (7) Given the product [F:1][C:2]1[CH:7]=[CH:6][CH:5]=[CH:4][C:3]=1[C:8]1[C:16]2[C:11](=[CH:12][CH:13]=[C:14]([C:17]([OH:19])=[O:18])[CH:15]=2)[NH:10][N:9]=1, predict the reactants needed to synthesize it. The reactants are: [F:1][C:2]1[CH:7]=[CH:6][CH:5]=[CH:4][C:3]=1[C:8]1[C:16]2[C:11](=[CH:12][CH:13]=[C:14]([C:17]([O:19]C)=[O:18])[CH:15]=2)[NH:10][N:9]=1.Cl. (8) Given the product [Br:12][C:9]1[CH:8]=[CH:7][C:5]([NH2:6])=[C:4]([F:10])[C:3]=1[CH:2]([F:1])[F:11], predict the reactants needed to synthesize it. The reactants are: [F:1][CH:2]([F:11])[C:3]1[C:4]([F:10])=[C:5]([CH:7]=[CH:8][CH:9]=1)[NH2:6].[Br:12]N1C(=O)CCC1=O. (9) Given the product [Br:1][C:2]1[CH:3]=[C:4]([CH3:11])[C:5]([C:8]([O:10][CH3:12])=[O:9])=[N:6][CH:7]=1, predict the reactants needed to synthesize it. The reactants are: [Br:1][C:2]1[CH:3]=[C:4]([CH3:11])[C:5]([C:8]([OH:10])=[O:9])=[N:6][CH:7]=1.[C:12](=O)([O-])[O-].[K+].[K+].IC.